From a dataset of Forward reaction prediction with 1.9M reactions from USPTO patents (1976-2016). Predict the product of the given reaction. (1) Given the reactants [C:1]([O:5][C:6]([N:8]([CH2:19][C:20]1[CH:28]=[CH:27][C:23]([C:24](O)=[O:25])=[CH:22][CH:21]=1)[C@H:9]1[CH2:14][CH2:13][C@H:12]([C:15]([CH3:18])([CH3:17])[CH3:16])[CH2:11][CH2:10]1)=[O:7])([CH3:4])([CH3:3])[CH3:2].O[N:30]1C2C=CC=CC=2N=N1.Cl.CN(CCCN=C=NCC)C.[CH3:51][O:52][C:53](=[O:57])[CH2:54][CH2:55]N.C(N(C(C)C)CC)(C)C, predict the reaction product. The product is: [C:1]([O:5][C:6]([N:8]([CH2:19][C:20]1[CH:28]=[CH:27][C:23]([C:24]([NH:30][CH:54]([CH3:55])[C:53]([O:52][CH3:51])=[O:57])=[O:25])=[CH:22][CH:21]=1)[C@H:9]1[CH2:14][CH2:13][C@H:12]([C:15]([CH3:18])([CH3:17])[CH3:16])[CH2:11][CH2:10]1)=[O:7])([CH3:4])([CH3:3])[CH3:2]. (2) Given the reactants [C:1]1([CH2:7][CH:8]([NH:10][CH2:11][C:12]2[CH:17]=[CH:16][CH:15]=[CH:14][CH:13]=2)[CH3:9])[CH:6]=[CH:5][CH:4]=[CH:3][CH:2]=1.C(O)(=O)[C@@H](C1C=CC=CC=1)O, predict the reaction product. The product is: [C:1]1([CH2:7][C@@H:8]([NH:10][CH2:11][C:12]2[CH:13]=[CH:14][CH:15]=[CH:16][CH:17]=2)[CH3:9])[CH:2]=[CH:3][CH:4]=[CH:5][CH:6]=1. (3) Given the reactants [F:1][CH:2]1[C:7](=O)[CH2:6][CH2:5][O:4][CH2:3]1.[CH2:9]([NH2:16])[C:10]1[CH:15]=[CH:14][CH:13]=[CH:12][CH:11]=1.[BH3-]C#N.[Na+].C(O)(=O)C, predict the reaction product. The product is: [CH2:9]([NH:16][C@@H:7]1[CH2:6][CH2:5][O:4][CH2:3][C@H:2]1[F:1])[C:10]1[CH:15]=[CH:14][CH:13]=[CH:12][CH:11]=1.[CH2:9]([NH:16][C@H:7]1[CH2:6][CH2:5][O:4][CH2:3][C@H:2]1[F:1])[C:10]1[CH:15]=[CH:14][CH:13]=[CH:12][CH:11]=1. (4) Given the reactants [CH3:1][O:2][C:3]1[CH:4]=[C:5]([C:9]2[N:10]=[CH:11][N:12]([C:14]([O-:16])=[O:15])[CH:13]=2)[CH:6]=[CH:7][CH:8]=1.CNC1CCN([C:25]2[CH:30]=[CH:29][CH:28]=[CH:27][CH:26]=2)CC1, predict the reaction product. The product is: [CH3:1][O:2][C:3]1[CH:4]=[C:5]([C:9]2[N:10]=[CH:11][N:12]([C:14]([O:16][C:25]3[CH:30]=[CH:29][CH:28]=[CH:27][CH:26]=3)=[O:15])[CH:13]=2)[CH:6]=[CH:7][CH:8]=1. (5) Given the reactants [F:1][C:2]([F:14])([F:13])[C:3]1[CH:4]=[C:5]([NH:9][C:10]([NH2:12])=[S:11])[CH:6]=[CH:7][CH:8]=1.[Cl:15][CH2:16][C:17]([CH2:19]Cl)=O, predict the reaction product. The product is: [Cl:15][CH2:16][C:17]1[N:12]=[C:10]([NH:9][C:5]2[CH:6]=[CH:7][CH:8]=[C:3]([C:2]([F:1])([F:13])[F:14])[CH:4]=2)[S:11][CH:19]=1. (6) Given the reactants [CH3:1][NH:2][CH2:3][CH2:4][NH:5][C:6](=[O:29])[C:7]1[CH:12]=[CH:11][C:10]([NH:13][C:14]2[N:19]=[C:18]([C:20]3[N:21]([CH:26]([CH3:28])[CH3:27])[C:22]([CH3:25])=[N:23][CH:24]=3)[CH:17]=[CH:16][N:15]=2)=[CH:9][CH:8]=1.[Cl:30]C1C(C2N(C(C)C)C(C)=NC=2)=NC(N)=NC=1, predict the reaction product. The product is: [Cl:30][C:17]1[C:18]([C:20]2[N:21]([CH:26]([CH3:27])[CH3:28])[C:22]([CH3:25])=[N:23][CH:24]=2)=[N:19][C:14]([NH:13][C:10]2[CH:11]=[CH:12][C:7]([C:6]([NH:5][CH2:4][CH2:3][NH:2][CH3:1])=[O:29])=[CH:8][CH:9]=2)=[N:15][CH:16]=1. (7) Given the reactants [Si:1]([O:8][CH:9]1[CH2:14][CH2:13][CH:12]([C:15](=[O:30])[CH2:16][CH:17]2[C:25]3[C:20](=[CH:21][CH:22]=[CH:23][C:24]=3[F:26])[C:19]3=[CH:27][N:28]=[CH:29][N:18]23)[CH2:11][CH2:10]1)([C:4]([CH3:7])([CH3:6])[CH3:5])([CH3:3])[CH3:2].[BH4-].[Na+], predict the reaction product. The product is: [Si:1]([O:8][CH:9]1[CH2:14][CH2:13][CH:12]([CH:15]([OH:30])[CH2:16][CH:17]2[C:25]3[C:20](=[CH:21][CH:22]=[CH:23][C:24]=3[F:26])[C:19]3=[CH:27][N:28]=[CH:29][N:18]23)[CH2:11][CH2:10]1)([C:4]([CH3:7])([CH3:5])[CH3:6])([CH3:3])[CH3:2].